From a dataset of Reaction yield outcomes from USPTO patents with 853,638 reactions. Predict the reaction yield, written as a fraction of the theoretical maximum amount of product (1.0 means a 100% yield; for example, 0.34 means a 34% yield). (1) The reactants are [NH:1]1[CH2:4][CH:3]([N:5]([CH3:33])[CH2:6][CH2:7][N:8]2[C:13]3[N:14]=[C:15]([NH:18][CH3:19])[N:16]=[CH:17][C:12]=3[CH:11]=[C:10]([C:20]3[C:25]([Cl:26])=[C:24]([O:27][CH3:28])[CH:23]=[C:22]([O:29][CH3:30])[C:21]=3[Cl:31])[C:9]2=[O:32])[CH2:2]1.[C:34](Cl)(=[O:37])[CH:35]=[CH2:36].CO. The catalyst is C(Cl)Cl. The product is [C:34]([N:1]1[CH2:2][CH:3]([N:5]([CH3:33])[CH2:6][CH2:7][N:8]2[C:13]3[N:14]=[C:15]([NH:18][CH3:19])[N:16]=[CH:17][C:12]=3[CH:11]=[C:10]([C:20]3[C:25]([Cl:26])=[C:24]([O:27][CH3:28])[CH:23]=[C:22]([O:29][CH3:30])[C:21]=3[Cl:31])[C:9]2=[O:32])[CH2:4]1)(=[O:37])[CH:35]=[CH2:36]. The yield is 0.360. (2) The reactants are C[C@@H]1O[C@@H]([O:8][C@@H:9]2[CH:25]=[C:24]3[C@@:12]([CH3:35])([C@@H:13]4[C@@H:21]([CH2:22][CH2:23]3)[C@:20]3([OH:26])[C@@:16]([CH3:34])([C@@H:17]([C:27]5[CH:33]=[CH:32][C:30](=[O:31])[O:29][CH:28]=5)[CH2:18][CH2:19]3)[CH2:15][CH2:14]4)[CH2:11][CH2:10]2)[C@H](O)[C@H](O)[C@H]1O.C([O-])(=O)C.[Na+]. The yield is 0.900. The product is [CH3:35][C@@:12]12[C@H:13]3[CH2:14][CH2:15][C@:16]4([CH3:34])[C@@H:17]([C:27]5[CH:33]=[CH:32][C:30](=[O:31])[O:29][CH:28]=5)[CH2:18][CH2:19][C@:20]4([OH:26])[C@@H:21]3[CH2:22][CH2:23][C:24]1=[CH:25][C@@H:9]([OH:8])[CH2:10][CH2:11]2. The catalyst is C(O)C. (3) The reactants are [H-].[Na+].[OH:3][C:4]1[CH:11]=[C:10]([OH:12])[CH:9]=[CH:8][C:5]=1[CH:6]=[O:7].[CH3:13][N:14]([CH3:18])[C:15](Cl)=[O:16]. The catalyst is O. The product is [CH3:13][N:14]([CH3:18])[C:15](=[O:16])[O:12][C:10]1[CH:9]=[CH:8][C:5]([CH:6]=[O:7])=[C:4]([OH:3])[CH:11]=1. The yield is 0.300. (4) The catalyst is C(Cl)(Cl)Cl. The product is [Cl:12][C:13]1[C:17]([CH2:18][S:19]([C:20]2[CH2:24][C:23]([CH3:25])([CH3:26])[O:22][N:21]=2)(=[O:9])=[O:34])=[C:16]([C:27]([F:28])([F:29])[F:30])[N:15]([CH:31]([F:32])[F:33])[N:14]=1. The yield is 0.797. The reactants are ClC1C=CC=C(C(OO)=[O:9])C=1.[Cl:12][C:13]1[C:17]([CH2:18][S:19][C:20]2[CH2:24][C:23]([CH3:26])([CH3:25])[O:22][N:21]=2)=[C:16]([C:27]([F:30])([F:29])[F:28])[N:15]([CH:31]([F:33])[F:32])[N:14]=1.[OH2:34]. (5) The reactants are [CH2:1]([N:8]1[CH:12]=[C:11]([C:13]([O:15]CC)=[O:14])[C:10]([O:18][CH2:19][C:20]2[CH:25]=[CH:24][C:23]([O:26][CH2:27][C:28]3[N:29]=[C:30]([C:34]4[O:35][CH:36]=[CH:37][CH:38]=4)[O:31][C:32]=3[CH3:33])=[C:22]([CH2:39][CH3:40])[CH:21]=2)=[N:9]1)[C:2]1[CH:7]=[CH:6][CH:5]=[CH:4][CH:3]=1.O1CCCC1.[OH-].[Na+].Cl. The catalyst is O.C(O)C. The product is [CH2:1]([N:8]1[CH:12]=[C:11]([C:13]([OH:15])=[O:14])[C:10]([O:18][CH2:19][C:20]2[CH:25]=[CH:24][C:23]([O:26][CH2:27][C:28]3[N:29]=[C:30]([C:34]4[O:35][CH:36]=[CH:37][CH:38]=4)[O:31][C:32]=3[CH3:33])=[C:22]([CH2:39][CH3:40])[CH:21]=2)=[N:9]1)[C:2]1[CH:7]=[CH:6][CH:5]=[CH:4][CH:3]=1. The yield is 0.710. (6) The reactants are [CH2:1]([O:8][C:9]1[C:10]([NH2:16])=[N:11][C:12]([Br:15])=[CH:13][CH:14]=1)[C:2]1[CH:7]=[CH:6][CH:5]=[CH:4][CH:3]=1.Cl[CH2:18][CH:19]=O. No catalyst specified. The product is [CH2:1]([O:8][C:9]1[C:10]2[N:11]([CH:18]=[CH:19][N:16]=2)[C:12]([Br:15])=[CH:13][CH:14]=1)[C:2]1[CH:7]=[CH:6][CH:5]=[CH:4][CH:3]=1. The yield is 0.880.